Dataset: Catalyst prediction with 721,799 reactions and 888 catalyst types from USPTO. Task: Predict which catalyst facilitates the given reaction. (1) Reactant: [C:1]([O:5][C:6]([N:8]1[CH2:13][CH2:12][CH:11]([O:14][C:15]2[CH:20]=[CH:19][C:18]([NH:21][CH2:22][C:23]3[N:27]([CH2:28][C:29](=[O:37])[NH:30][CH:31]4[CH2:36][CH2:35][CH2:34][CH2:33][CH2:32]4)[C:26]4[CH:38]=[CH:39][C:40]([C:42]#[N:43])=[CH:41][C:25]=4[N:24]=3)=[CH:17][CH:16]=2)[CH2:10][CH2:9]1)=[O:7])([CH3:4])([CH3:3])[CH3:2].C(=O)([O-])[O-].[K+].[K+].Br[CH2:51][C:52]([O:54][CH2:55][CH3:56])=[O:53].O. The catalyst class is: 9. Product: [C:1]([O:5][C:6]([N:8]1[CH2:9][CH2:10][CH:11]([O:14][C:15]2[CH:20]=[CH:19][C:18]([N:21]([CH2:22][C:23]3[N:27]([CH2:28][C:29](=[O:37])[NH:30][CH:31]4[CH2:32][CH2:33][CH2:34][CH2:35][CH2:36]4)[C:26]4[CH:38]=[CH:39][C:40]([C:42]#[N:43])=[CH:41][C:25]=4[N:24]=3)[CH2:51][C:52]([O:54][CH2:55][CH3:56])=[O:53])=[CH:17][CH:16]=2)[CH2:12][CH2:13]1)=[O:7])([CH3:4])([CH3:2])[CH3:3]. (2) Reactant: Cl.[CH3:2][O:3][C:4]1[C:24]([O:25][CH3:26])=[CH:23][C:7]([CH2:8][CH:9]2[C:18]3[C:13](=[CH:14][C:15]([O:21][CH3:22])=[C:16]([O:19][CH3:20])[CH:17]=3)[CH2:12][CH2:11]N2)=[CH:6][CH:5]=1.[CH2:27](N(CC)CC)C.[CH2:34]([O:36][C:37](=[O:46])[CH2:38][C:39]1[N:44]=[C:43](Br)[CH:42]=[CH:41][N:40]=1)[CH3:35]. Product: [CH2:34]([O:36][C:37](=[O:46])[CH2:38][CH:39]1[N:44]=[CH:43][CH:42]=[CH:41][N:40]1[CH:27]1[CH2:11][CH2:12][C:13]2[C:18](=[CH:17][C:16]([O:19][CH3:20])=[C:15]([O:21][CH3:22])[CH:14]=2)[CH:9]1[CH2:8][C:7]1[CH:6]=[CH:5][C:4]([O:3][CH3:2])=[C:24]([O:25][CH3:26])[CH:23]=1)[CH3:35]. The catalyst class is: 31. (3) Reactant: [Br:1][C:2]1[C:3]([Cl:12])=[N:4][CH:5]=[C:6]([CH:11]=1)[C:7](OC)=[O:8].[NH2:13][NH2:14]. Product: [Br:1][C:2]1[C:3]([Cl:12])=[N:4][CH:5]=[C:6]([CH:11]=1)[C:7]([NH:13][NH2:14])=[O:8]. The catalyst class is: 5. (4) Reactant: Br[C:2]1[C:6]([C:7]2[CH:12]=[CH:11][N:10]=[CH:9][CH:8]=2)=[C:5]([C:13]2[CH:18]=[CH:17][C:16]([F:19])=[C:15]([Cl:20])[CH:14]=2)[NH:4][N:3]=1.[C:21]1([C@H:27]2[CH2:35][N:34]3[C@H:29]([CH2:30][C:31](=O)[CH2:32][CH2:33]3)[CH2:28]2)[CH:26]=[CH:25][CH:24]=[CH:23][CH:22]=1.C(OCC)(=O)C.CO. Product: [Cl:20][C:15]1[CH:14]=[C:13]([C:5]2[NH:4][N:3]=[C:2]([C:31]3[CH2:32][CH2:33][N:34]4[C@H:29]([CH:30]=3)[CH2:28][C@@H:27]([C:21]3[CH:22]=[CH:23][CH:24]=[CH:25][CH:26]=3)[CH2:35]4)[C:6]=2[C:7]2[CH:12]=[CH:11][N:10]=[CH:9][CH:8]=2)[CH:18]=[CH:17][C:16]=1[F:19]. The catalyst class is: 4. (5) Reactant: [Cl:1][C:2]1[CH:3]=[CH:4][C:5]([N:43]2[CH:47]=[C:46]([C:48]([F:51])([F:50])[F:49])[N:45]=[N:44]2)=[C:6]([C:8]2[N:9]=[CH:10][N:11]([C@@H:15]3[C:31]4[CH:32]=[C:27]([CH:28]=[CH:29][N:30]=4)[C:26]4[C:22](=[CH:23][N:24]([C:33]5[CH:38]=[CH:37][N:36]=[C:35]([O:39]C)[CH:34]=5)[N:25]=4)[NH:21][C:20](=[O:41])[C@H:19]([CH3:42])[CH2:18][CH2:17][CH2:16]3)[C:12](=[O:14])[CH:13]=2)[CH:7]=1.Cl. Product: [Cl:1][C:2]1[CH:3]=[CH:4][C:5]([N:43]2[CH:47]=[C:46]([C:48]([F:49])([F:50])[F:51])[N:45]=[N:44]2)=[C:6]([C:8]2[N:9]=[CH:10][N:11]([C@@H:15]3[C:31]4[CH:32]=[C:27]([CH:28]=[CH:29][N:30]=4)[C:26]4[C:22](=[CH:23][N:24]([C:33]5[CH:38]=[CH:37][N:36]=[C:35]([OH:39])[CH:34]=5)[N:25]=4)[NH:21][C:20](=[O:41])[C@H:19]([CH3:42])[CH2:18][CH2:17][CH2:16]3)[C:12](=[O:14])[CH:13]=2)[CH:7]=1. The catalyst class is: 1. (6) Reactant: FC(F)(F)S(O[C:7]1[CH:8]=[C:9]2[C:14](=[CH:15][CH:16]=1)[CH:13]=[C:12]([C:17]#[N:18])[CH:11]=[CH:10]2)(=O)=O.C([O-])([O-])=O.[Cs+].[Cs+].[CH3:27][O:28][C:29]1[CH:30]=[C:31](B(O)O)[CH:32]=[CH:33][CH:34]=1. Product: [CH3:27][O:28][C:29]1[CH:34]=[C:33]([C:7]2[CH:8]=[C:9]3[C:14](=[CH:15][CH:16]=2)[CH:13]=[C:12]([C:17]#[N:18])[CH:11]=[CH:10]3)[CH:32]=[CH:31][CH:30]=1. The catalyst class is: 274. (7) Reactant: [C:1]([OH:4])(=[O:3])[CH3:2].[C:5]([OH:8])(=[O:7])[CH3:6].[NH2:9][C:10]1[N:15]=[CH:14][N:13]=[C:12]2[N:16]([C@H:35]3[CH2:40][CH2:39][C@@H:38]([N:41]4[CH2:46][CH2:45][N:44]([CH3:47])[CH2:43][CH2:42]4)[CH2:37][CH2:36]3)[N:17]=[C:18]([C:19]3[CH:34]=[CH:33][C:22]([NH:23][CH2:24][C:25]([C:27]4[CH:32]=[CH:31][CH:30]=[CH:29][CH:28]=4)=[O:26])=[CH:21][CH:20]=3)[C:11]=12.[BH4-].[Na+]. Product: [C:1]([OH:4])(=[O:3])[CH3:2].[C:5]([OH:8])(=[O:7])[CH3:6].[NH2:9][C:10]1[N:15]=[CH:14][N:13]=[C:12]2[N:16]([C@H:35]3[CH2:36][CH2:37][C@@H:38]([N:41]4[CH2:42][CH2:43][N:44]([CH3:47])[CH2:45][CH2:46]4)[CH2:39][CH2:40]3)[N:17]=[C:18]([C:19]3[CH:20]=[CH:21][C:22]([NH:23][CH2:24][CH:25]([C:27]4[CH:28]=[CH:29][CH:30]=[CH:31][CH:32]=4)[OH:26])=[CH:33][CH:34]=3)[C:11]=12. The catalyst class is: 5. (8) Reactant: [Cl:1][C:2]1[N:6]2[CH:7]=[C:8]([C:15]3[CH:19]=[N:18][NH:17][N:16]=3)[CH:9]=[C:10]([C:11]([F:14])([F:13])[F:12])[C:5]2=[N:4][C:3]=1[C:20](O)=[O:21].Cl.[NH:24]1[CH2:29][CH2:28][CH:27]([N:30]2[CH2:34][CH2:33][O:32][C:31]2=[O:35])[CH2:26][CH2:25]1.CCN(C(C)C)C(C)C.CN(C(ON1N=NC2C=CC=NC1=2)=[N+](C)C)C.F[P-](F)(F)(F)(F)F. Product: [Cl:1][C:2]1[N:6]2[CH:7]=[C:8]([C:15]3[CH:19]=[N:18][NH:17][N:16]=3)[CH:9]=[C:10]([C:11]([F:12])([F:13])[F:14])[C:5]2=[N:4][C:3]=1[C:20]([N:24]1[CH2:25][CH2:26][CH:27]([N:30]2[CH2:34][CH2:33][O:32][C:31]2=[O:35])[CH2:28][CH2:29]1)=[O:21]. The catalyst class is: 31.